From a dataset of Catalyst prediction with 721,799 reactions and 888 catalyst types from USPTO. Predict which catalyst facilitates the given reaction. (1) Reactant: [CH2:1]([O:3]C(=O)CP(OC1C=CC=CC=1)(OC1C=CC=CC=1)=O)[CH3:2].N12CCCN=C1CCCCC2.[Na+].[I-].[NH2:36][C:37]1[C:42]([CH:43]=O)=[C:41]([CH:45]2[CH2:50][CH2:49][CH2:48][N:47]([C:51]([O:53][C:54]([CH3:57])([CH3:56])[CH3:55])=[O:52])[CH2:46]2)[CH:40]=[C:39]([C:58]2[C:63]([O:64][CH2:65][C:66]3[CH:71]=[CH:70][C:69]([O:72][CH3:73])=[CH:68][CH:67]=3)=[CH:62][CH:61]=[CH:60][C:59]=2[O:74][CH2:75][CH:76]2[CH2:78][CH2:77]2)[N:38]=1. Product: [CH:76]1([CH2:75][O:74][C:59]2[CH:60]=[CH:61][CH:62]=[C:63]([O:64][CH2:65][C:66]3[CH:71]=[CH:70][C:69]([O:72][CH3:73])=[CH:68][CH:67]=3)[C:58]=2[C:39]2[CH:40]=[C:41]([CH:45]3[CH2:50][CH2:49][CH2:48][N:47]([C:51]([O:53][C:54]([CH3:56])([CH3:55])[CH3:57])=[O:52])[CH2:46]3)[C:42]3[CH:43]=[CH:2][C:1](=[O:3])[NH:36][C:37]=3[N:38]=2)[CH2:78][CH2:77]1. The catalyst class is: 1. (2) Reactant: [F:1][C:2]1[CH:11]=[C:10]([CH:12]([NH2:14])[CH3:13])[C:9]([C:15]2[CH:20]=[CH:19][CH:18]=[C:17]([F:21])[CH:16]=2)=[C:8]2[C:3]=1[CH:4]=[CH:5][CH:6]=[N:7]2.Cl[C:23]1[N:31]=[CH:30][N:29]=[C:28]2[C:24]=1[NH:25][CH:26]=[N:27]2.[Na]. Product: [F:1][C:2]1[CH:11]=[C:10]([CH:12]([NH:14][C:23]2[N:31]=[CH:30][N:29]=[C:28]3[C:24]=2[N:25]=[CH:26][NH:27]3)[CH3:13])[C:9]([C:15]2[CH:20]=[CH:19][CH:18]=[C:17]([F:21])[CH:16]=2)=[C:8]2[C:3]=1[CH:4]=[CH:5][CH:6]=[N:7]2. The catalyst class is: 51. (3) Reactant: [Cl:1][S:2]([OH:5])(=O)=[O:3].CO[C:8]1[CH:12]=[CH:11][S:10][CH:9]=1. Product: [S:10]1[CH:11]=[CH:12][CH:8]=[C:9]1[S:2]([Cl:1])(=[O:5])=[O:3]. The catalyst class is: 2. (4) Reactant: Br[CH2:2][CH2:3][N:4]([CH2:13][CH2:14]Br)[C:5]1[CH:10]=[CH:9][C:8]([O:11][CH3:12])=[CH:7][CH:6]=1.C(=O)([O-])O.[Na+].CN(C=O)C.[NH2:26][C:27]1[C:28]([CH3:42])=[C:29]([CH3:41])[C:30]2[O:34][C:33]([CH3:36])([CH3:35])[C:32](=[O:37])[C:31]=2[C:38]=1[CH:39]=[CH2:40]. Product: [CH:39]([C:38]1[C:31]2[C:32](=[O:37])[C:33]([CH3:35])([CH3:36])[O:34][C:30]=2[C:29]([CH3:41])=[C:28]([CH3:42])[C:27]=1[N:26]1[CH2:14][CH2:13][N:4]([C:5]2[CH:6]=[CH:7][C:8]([O:11][CH3:12])=[CH:9][CH:10]=2)[CH2:3][CH2:2]1)=[CH2:40]. The catalyst class is: 84.